Dataset: Retrosynthesis with 50K atom-mapped reactions and 10 reaction types from USPTO. Task: Predict the reactants needed to synthesize the given product. (1) Given the product CCN(CC)c1ccc(N)cc1C#N, predict the reactants needed to synthesize it. The reactants are: CCN(CC)c1ccc([N+](=O)[O-])cc1C#N. (2) Given the product CC(C)(C)OC(=O)N[C@H]1CCCN(c2c([N+](=O)[O-])cnc3c2ccn3S(=O)(=O)c2ccccc2)C1, predict the reactants needed to synthesize it. The reactants are: CC(C)(C)OC(=O)N[C@H]1CCCNC1.O=[N+]([O-])c1cnc2c(ccn2S(=O)(=O)c2ccccc2)c1Cl. (3) Given the product O=Cc1cnn2ccc(C3CC3)cc12, predict the reactants needed to synthesize it. The reactants are: CCCC[Sn](CCCC)(CCCC)C1CC1.O=Cc1cnn2ccc(Br)cc12. (4) Given the product Cc1c(N)cccc1C(=O)O, predict the reactants needed to synthesize it. The reactants are: Cc1c(C(=O)O)cccc1[N+](=O)[O-]. (5) Given the product COc1ccc(C2=NC(C)(c3ccc(Cl)cc3)C(C)(c3ccc(Cl)cc3)N2C(=O)Cl)c(OC(C)C)c1, predict the reactants needed to synthesize it. The reactants are: COc1ccc(C2=NC(C)(c3ccc(Cl)cc3)C(C)(c3ccc(Cl)cc3)N2)c(OC(C)C)c1.O=C(Cl)Cl. (6) Given the product COC(=O)CCC(=O)Nc1ccc(-c2nnn[nH]2)cn1, predict the reactants needed to synthesize it. The reactants are: COC(=O)CCC(=O)Nc1ccc(C#N)cn1.[N-]=[N+]=[N-]. (7) Given the product COc1ccc(SC(C(=O)O)C(C)C)cc1, predict the reactants needed to synthesize it. The reactants are: CCOC(=O)C(Sc1ccc(OC)cc1)C(C)C.